Dataset: Catalyst prediction with 721,799 reactions and 888 catalyst types from USPTO. Task: Predict which catalyst facilitates the given reaction. Reactant: Br[C:2]1[C:3]([CH:9]2[O:13][CH2:12][CH2:11][O:10]2)=[CH:4][C:5]([Cl:8])=[N:6][CH:7]=1.[Li]CCCC.[CH2:19]1[O:21][CH2:20]1.B(F)(F)F.CCOCC. Product: [Cl:8][C:5]1[N:6]=[CH:7][C:2]([CH2:19][CH2:20][OH:21])=[C:3]([CH:9]2[O:13][CH2:12][CH2:11][O:10]2)[CH:4]=1. The catalyst class is: 1.